From a dataset of Catalyst prediction with 721,799 reactions and 888 catalyst types from USPTO. Predict which catalyst facilitates the given reaction. (1) Reactant: [Si]([O:8][CH2:9][C:10]1[N:15]=[C:14]([CH2:16][O:17][C:18]2[C:27]3[C:22](=[CH:23][CH:24]=[CH:25][CH:26]=3)[C:21](Cl)=[N:20][CH:19]=2)[CH:13]=[CH:12][CH:11]=1)(C(C)(C)C)(C)C.[F:29][C:30]([F:36])([F:35])[C:31]([NH:33][NH2:34])=O.Cl. Product: [F:29][C:30]([F:36])([F:35])[C:31]1[N:20]2[CH:19]=[C:18]([O:17][CH2:16][C:14]3[N:15]=[C:10]([CH2:9][OH:8])[CH:11]=[CH:12][CH:13]=3)[C:27]3[C:22]([C:21]2=[N:34][N:33]=1)=[CH:23][CH:24]=[CH:25][CH:26]=3. The catalyst class is: 51. (2) Reactant: [NH2:1][CH2:2][C:3]1[CH:8]=[CH:7][C:6]([C:9]2[C:14]([CH3:15])=[CH:13][CH:12]=[C:11]([NH:16][C:17]([C:19]3([C:22]4[CH:30]=[CH:29][C:25]5[O:26][CH2:27][O:28][C:24]=5[CH:23]=4)[CH2:21][CH2:20]3)=[O:18])[CH:10]=2)=[CH:5][CH:4]=1.[CH3:31][CH:32]([CH3:36])[CH2:33][CH:34]=O.COCCOC.[BH4-].[Na+]. Product: [O:26]1[C:25]2[CH:29]=[CH:30][C:22]([C:19]3([C:17]([NH:16][C:11]4[CH:10]=[C:9]([C:6]5[CH:5]=[CH:4][C:3]([CH2:2][NH:1][CH2:34][CH2:33][CH:32]([CH3:36])[CH3:31])=[CH:8][CH:7]=5)[C:14]([CH3:15])=[CH:13][CH:12]=4)=[O:18])[CH2:20][CH2:21]3)=[CH:23][C:24]=2[O:28][CH2:27]1. The catalyst class is: 46. (3) The catalyst class is: 170. Reactant: [CH:1]1([C:4]2[CH:13]=[CH:12][C:11]3[C:6](=[CH:7][CH:8]=[CH:9][CH:10]=3)[C:5]=2[C:14](OC)=[O:15])[CH2:3][CH2:2]1.C1COCC1.[H-].[H-].[H-].[H-].[Li+].[Al+3]. Product: [CH:1]1([C:4]2[CH:13]=[CH:12][C:11]3[C:6](=[CH:7][CH:8]=[CH:9][CH:10]=3)[C:5]=2[CH2:14][OH:15])[CH2:3][CH2:2]1. (4) Reactant: [I:1][C:2]1[CH:7]=[CH:6][C:5]([N:8]=[C:9]=[S:10])=[CH:4][CH:3]=1.[N:11]#[C:12][NH2:13].[Na].[CH3:15]I. Product: [I:1][C:2]1[CH:7]=[CH:6][C:5]([NH:8][CH:9]([S:10][CH3:15])[NH:11][C:12]#[N:13])=[CH:4][CH:3]=1. The catalyst class is: 5.